This data is from Peptide-MHC class II binding affinity with 134,281 pairs from IEDB. The task is: Regression. Given a peptide amino acid sequence and an MHC pseudo amino acid sequence, predict their binding affinity value. This is MHC class II binding data. (1) The peptide sequence is GHGCAQPAMERRKHI. The MHC is HLA-DQA10401-DQB10402 with pseudo-sequence HLA-DQA10401-DQB10402. The binding affinity (normalized) is 0.284. (2) The peptide sequence is APWLDLVRKLGVLAG. The MHC is HLA-DPA10201-DPB10101 with pseudo-sequence HLA-DPA10201-DPB10101. The binding affinity (normalized) is 0.623. (3) The peptide sequence is LRTLVLAPTRVVLSE. The MHC is DRB1_0901 with pseudo-sequence DRB1_0901. The binding affinity (normalized) is 0.851. (4) The peptide sequence is HGLDVKFHTQAFSAH. The MHC is HLA-DQA10303-DQB10402 with pseudo-sequence HLA-DQA10303-DQB10402. The binding affinity (normalized) is 0.488. (5) The peptide sequence is GNQNFLTVFDSTSCN. The MHC is DRB1_0802 with pseudo-sequence DRB1_0802. The binding affinity (normalized) is 0.303. (6) The peptide sequence is IVNFVSKVMIGSPKK. The MHC is HLA-DQA10101-DQB10501 with pseudo-sequence HLA-DQA10101-DQB10501. The binding affinity (normalized) is 0.122. (7) The peptide sequence is KITQWLETKGVERLKRM. The MHC is DRB1_0802 with pseudo-sequence DRB1_0802. The binding affinity (normalized) is 0.324. (8) The peptide sequence is QFGTMPSLTMACMAK. The MHC is DRB1_0101 with pseudo-sequence DRB1_0101. The binding affinity (normalized) is 0.639. (9) The MHC is DRB1_0301 with pseudo-sequence DRB1_0301. The peptide sequence is LRLSSLMPCQAPRKS. The binding affinity (normalized) is 0.526.